From a dataset of Catalyst prediction with 721,799 reactions and 888 catalyst types from USPTO. Predict which catalyst facilitates the given reaction. (1) Reactant: [Cl:1][C:2]1[CH:7]=[CH:6][C:5]([C:8]2[C:14]3[CH:15]=[C:16]([O:19]C)[CH:17]=[CH:18][C:13]=3[N:12]3[C:21]([CH3:24])=[N:22][N:23]=[C:11]3[C@H:10]([CH2:25][C:26]([NH:28][CH2:29][CH3:30])=[O:27])[N:9]=2)=[CH:4][CH:3]=1.B(Br)(Br)Br. Product: [Cl:1][C:2]1[CH:7]=[CH:6][C:5]([C:8]2[C:14]3[CH:15]=[C:16]([OH:19])[CH:17]=[CH:18][C:13]=3[N:12]3[C:21]([CH3:24])=[N:22][N:23]=[C:11]3[C@H:10]([CH2:25][C:26]([NH:28][CH2:29][CH3:30])=[O:27])[N:9]=2)=[CH:4][CH:3]=1. The catalyst class is: 2. (2) Product: [CH2:32]([NH:36][C:27]([C:12]1[C:13]([OH:26])=[C:14]([C:17]([NH:19][CH2:20][C:21]([OH:23])=[O:22])=[O:18])[C:15](=[O:16])[N:10]([CH2:9][C:3]2[CH:4]=[CH:5][C:6]([Cl:8])=[CH:7][C:2]=2[Cl:1])[C:11]=1[OH:31])=[O:28])[CH2:33][CH2:34][CH3:35]. The catalyst class is: 22. Reactant: [Cl:1][C:2]1[CH:7]=[C:6]([Cl:8])[CH:5]=[CH:4][C:3]=1[CH2:9][N:10]1[C:15](=[O:16])[C:14]([C:17]([NH:19][CH2:20][C:21]([O:23]CC)=[O:22])=[O:18])=[C:13]([OH:26])[C:12]([C:27](OC)=[O:28])=[C:11]1[OH:31].[CH2:32]([NH2:36])[CH2:33][CH2:34][CH3:35]. (3) Reactant: [CH2:1]([C:3]1[CH:8]=[C:7]([CH2:9][CH3:10])[CH:6]=[C:5]([CH2:11][CH3:12])[C:4]=1[C:13](=[O:19])[C:14]([N:16]([CH3:18])[NH2:17])=[O:15])[CH3:2].[F:20][C:21]([F:28])([F:27])[C:22](=O)[CH2:23][S:24][CH3:25].O. Product: [CH2:1]([C:3]1[CH:8]=[C:7]([CH2:9][CH3:10])[CH:6]=[C:5]([CH2:11][CH3:12])[C:4]=1[C:13](=[O:19])[C:14]([N:16]([CH3:18])[N:17]=[C:22]([CH2:23][S:24][CH3:25])[C:21]([F:28])([F:27])[F:20])=[O:15])[CH3:2]. The catalyst class is: 743. (4) Reactant: C([Li])CCC.Br[C:7]1[S:8][CH:9]=[CH:10][N:11]=1.C[O:13][C:14]([C@H:16]1[CH2:18][C@@H:17]1[C:19](O)=[O:20])=[O:15]. Product: [S:8]1[CH:9]=[CH:10][N:11]=[C:7]1[C:19]([C@H:17]1[CH2:18][C@@H:16]1[C:14]([OH:15])=[O:13])=[O:20]. The catalyst class is: 1. (5) Reactant: Cl[C:2]1[C:11]2[C:6](=[CH:7][C:8]([S:12]([N:15](CC3C=CC(OC)=CC=3)[C:16]3[S:17][CH:18]=[CH:19][N:20]=3)(=[O:14])=[O:13])=[CH:9][CH:10]=2)[CH:5]=[CH:4][N:3]=1.[F:30][C:31]1[C:36](B(O)O)=[CH:35][C:34]([CH3:40])=[CH:33][N:32]=1.C(=O)([O-])[O-].[K+].[K+].O1CCOCC1. Product: [F:30][C:31]1[C:36]([C:2]2[C:11]3[C:6](=[CH:7][C:8]([S:12]([NH:15][C:16]4[S:17][CH:18]=[CH:19][N:20]=4)(=[O:13])=[O:14])=[CH:9][CH:10]=3)[CH:5]=[CH:4][N:3]=2)=[CH:35][C:34]([CH3:40])=[CH:33][N:32]=1. The catalyst class is: 103.